This data is from Peptide-MHC class I binding affinity with 185,985 pairs from IEDB/IMGT. The task is: Regression. Given a peptide amino acid sequence and an MHC pseudo amino acid sequence, predict their binding affinity value. This is MHC class I binding data. (1) The peptide sequence is YTLNDAPYI. The MHC is HLA-A02:11 with pseudo-sequence HLA-A02:11. The binding affinity (normalized) is 0.851. (2) The peptide sequence is GPRGRHVVL. The MHC is HLA-B39:01 with pseudo-sequence HLA-B39:01. The binding affinity (normalized) is 0.0847. (3) The peptide sequence is VIYLFLIL. The MHC is H-2-Db with pseudo-sequence H-2-Db. The binding affinity (normalized) is 0. (4) The peptide sequence is QFLKFSLPFPFLYKFLL. The MHC is HLA-A02:02 with pseudo-sequence HLA-A02:02. The binding affinity (normalized) is 0.352. (5) The peptide sequence is KIGEVIGPK. The MHC is HLA-A30:01 with pseudo-sequence HLA-A30:01. The binding affinity (normalized) is 0.770.